From a dataset of NCI-60 drug combinations with 297,098 pairs across 59 cell lines. Regression. Given two drug SMILES strings and cell line genomic features, predict the synergy score measuring deviation from expected non-interaction effect. (1) Drug 2: COC1=CC(=CC(=C1O)OC)C2C3C(COC3=O)C(C4=CC5=C(C=C24)OCO5)OC6C(C(C7C(O6)COC(O7)C8=CC=CS8)O)O. Synergy scores: CSS=-5.29, Synergy_ZIP=5.89, Synergy_Bliss=-3.00, Synergy_Loewe=-6.58, Synergy_HSA=-5.36. Drug 1: CCCS(=O)(=O)NC1=C(C(=C(C=C1)F)C(=O)C2=CNC3=C2C=C(C=N3)C4=CC=C(C=C4)Cl)F. Cell line: OVCAR-4. (2) Drug 1: CN(C)N=NC1=C(NC=N1)C(=O)N. Drug 2: CCN(CC)CCNC(=O)C1=C(NC(=C1C)C=C2C3=C(C=CC(=C3)F)NC2=O)C. Cell line: SNB-19. Synergy scores: CSS=0.268, Synergy_ZIP=1.40, Synergy_Bliss=1.13, Synergy_Loewe=-1.10, Synergy_HSA=-1.18. (3) Drug 2: CC1C(C(CC(O1)OC2CC(CC3=C2C(=C4C(=C3O)C(=O)C5=CC=CC=C5C4=O)O)(C(=O)C)O)N)O. Synergy scores: CSS=43.0, Synergy_ZIP=2.35, Synergy_Bliss=3.91, Synergy_Loewe=-0.769, Synergy_HSA=4.15. Cell line: NCIH23. Drug 1: CC12CCC3C(C1CCC2=O)CC(=C)C4=CC(=O)C=CC34C. (4) Drug 1: CS(=O)(=O)C1=CC(=C(C=C1)C(=O)NC2=CC(=C(C=C2)Cl)C3=CC=CC=N3)Cl. Drug 2: C1=CC=C(C=C1)NC(=O)CCCCCCC(=O)NO. Cell line: HT29. Synergy scores: CSS=5.40, Synergy_ZIP=-4.30, Synergy_Bliss=-0.429, Synergy_Loewe=-9.12, Synergy_HSA=-3.14.